This data is from Forward reaction prediction with 1.9M reactions from USPTO patents (1976-2016). The task is: Predict the product of the given reaction. (1) Given the reactants [OH:1][C:2]1[CH:7]=[CH:6][C:5]([CH:8]2[CH2:13][CH2:12][CH:11]([CH2:14][C:15]([O:17][CH2:18][CH3:19])=[O:16])[CH2:10][CH2:9]2)=[CH:4][CH:3]=1.[C:20]([O-])([O-])=O.[Cs+].[Cs+].IC, predict the reaction product. The product is: [CH3:20][O:1][C:2]1[CH:3]=[CH:4][C:5]([CH:8]2[CH2:9][CH2:10][CH:11]([CH2:14][C:15]([O:17][CH2:18][CH3:19])=[O:16])[CH2:12][CH2:13]2)=[CH:6][CH:7]=1. (2) Given the reactants Cl.[F:2][C:3]1[CH:8]=[C:7]([F:9])[CH:6]=[CH:5][C:4]=1[N:10]1[N:18]=[C:17](N)[C:16]2[C@H:15]3[CH2:20][C@H:12]([CH2:13][CH2:14]3)[C:11]1=2.N([O-])=O.[Na+].[I-:25].[K+], predict the reaction product. The product is: [I:25][C:17]1[C:16]2[C@H:15]3[CH2:20][C@H:12]([CH2:13][CH2:14]3)[C:11]=2[N:10]([C:4]2[CH:5]=[CH:6][C:7]([F:9])=[CH:8][C:3]=2[F:2])[N:18]=1. (3) Given the reactants Cl.[CH:2]1([C:5]2[C:6]([O:16][CH2:17][C:18]3([CH3:22])[CH2:21][NH:20][CH2:19]3)=[CH:7][C:8]([F:15])=[C:9]([CH:14]=2)[C:10]([O:12][CH3:13])=[O:11])[CH2:4][CH2:3]1.Br[C:24]1[C:29]([Cl:30])=[CH:28][C:27]([C:31]([F:34])([F:33])[F:32])=[CH:26][N:25]=1.C(=O)([O-])[O-].[Cs+].[Cs+].C1(P(C2C=CC=CC=2)C2C=CC3C(=CC=CC=3)C=2C2C3C(=CC=CC=3)C=CC=2P(C2C=CC=CC=2)C2C=CC=CC=2)C=CC=CC=1, predict the reaction product. The product is: [Cl:30][C:29]1[C:24]([N:20]2[CH2:19][C:18]([CH2:17][O:16][C:6]3[C:5]([CH:2]4[CH2:3][CH2:4]4)=[CH:14][C:9]([C:10]([O:12][CH3:13])=[O:11])=[C:8]([F:15])[CH:7]=3)([CH3:22])[CH2:21]2)=[N:25][CH:26]=[C:27]([C:31]([F:33])([F:32])[F:34])[CH:28]=1. (4) Given the reactants Br[C:2]1[CH:7]=[CH:6][C:5]([CH2:8][CH2:9][C:10]([N:12]2[CH2:16][CH2:15][CH2:14][CH2:13]2)=[O:11])=[CH:4][CH:3]=1.[F:17][C:18]([F:29])([F:28])[C:19]1[C:27]2[CH2:26][CH2:25][CH2:24][CH2:23][C:22]=2[NH:21][N:20]=1, predict the reaction product. The product is: [O:11]=[C:10]([N:12]1[CH2:16][CH2:15][CH2:14][CH2:13]1)[CH2:9][CH2:8][C:5]1[CH:6]=[CH:7][C:2]([N:21]2[C:22]3[CH2:23][CH2:24][CH2:25][CH2:26][C:27]=3[C:19]([C:18]([F:17])([F:29])[F:28])=[N:20]2)=[CH:3][CH:4]=1. (5) Given the reactants C([O:5][CH:6]([O:10][C:11]([CH3:14])([CH3:13])[CH3:12])N(C)C)(C)(C)C.[Br:15][CH2:16][C:17]1[CH:25]=[CH:24][C:20](C(O)=O)=[CH:19][CH:18]=1, predict the reaction product. The product is: [Br:15][CH2:16][C:17]1[CH:25]=[CH:24][C:20]([C:6]([O:10][C:11]([CH3:12])([CH3:13])[CH3:14])=[O:5])=[CH:19][CH:18]=1. (6) Given the reactants [CH2:1]([C:3]1[CH:8]=[CH:7][C:6]([CH:9]2[CH2:14][N:13]([C:15]([N:17]3[CH2:22][CH2:21][O:20][CH2:19][CH2:18]3)=[O:16])[CH2:12][CH:11]([C:23]([OH:25])=O)[CH2:10]2)=[CH:5][CH:4]=1)[CH3:2].O[NH:27][C:28]([C:30]1[CH:35]=[N:34][CH:33]=[CH:32][N:31]=1)=[NH:29], predict the reaction product. The product is: [CH2:1]([C:3]1[CH:8]=[CH:7][C:6]([CH:9]2[CH2:10][CH:11]([C:23]3[O:25][N:29]=[C:28]([C:30]4[CH:35]=[N:34][CH:33]=[CH:32][N:31]=4)[N:27]=3)[CH2:12][N:13]([C:15]([N:17]3[CH2:18][CH2:19][O:20][CH2:21][CH2:22]3)=[O:16])[CH2:14]2)=[CH:5][CH:4]=1)[CH3:2].